From a dataset of CYP1A2 inhibition data for predicting drug metabolism from PubChem BioAssay. Regression/Classification. Given a drug SMILES string, predict its absorption, distribution, metabolism, or excretion properties. Task type varies by dataset: regression for continuous measurements (e.g., permeability, clearance, half-life) or binary classification for categorical outcomes (e.g., BBB penetration, CYP inhibition). Dataset: cyp1a2_veith. (1) The compound is O=[N+]([O-])c1ccc(N2CCOCC2)nc1. The result is 1 (inhibitor). (2) The drug is CC(=O)Nc1cc2ccccc2oc1=O. The result is 1 (inhibitor). (3) The compound is Cc1cc(C)cc(N(CC(=O)NCCSc2ccccn2)S(=O)(=O)c2ccccc2)c1. The result is 0 (non-inhibitor). (4) The molecule is Cc1cc(/C=N/n2cnnc2)c(C)n1-c1ccc(OCc2ccccc2F)cc1. The result is 1 (inhibitor). (5) The molecule is Cc1ccc(SCC(=O)Nc2cccc(NC(=O)c3ccco3)c2)cc1. The result is 1 (inhibitor). (6) The compound is COc1ncc2nc(C)c(=O)n(C)c2n1. The result is 1 (inhibitor). (7) The compound is O=C(COc1ccccc1)Nc1ccc(-c2nnc(-c3ccco3)o2)cc1. The result is 0 (non-inhibitor). (8) The drug is CC(C)c1ccc(C(c2c(O)c3ccccc3oc2=O)c2c(O)c3ccccc3oc2=O)cc1. The result is 0 (non-inhibitor). (9) The compound is COC(=O)C1=C(C(=O)OC)C(c2cc(Cl)ccc2O)c2sc(=O)[nH]c2S1. The result is 1 (inhibitor). (10) The molecule is Cc1snc(SCC(=O)N/N=C(\N)COc2cccc(C(F)(F)F)c2)c1C#N. The result is 1 (inhibitor).